Dataset: Reaction yield outcomes from USPTO patents with 853,638 reactions. Task: Predict the reaction yield, written as a fraction of the theoretical maximum amount of product (1.0 means a 100% yield; for example, 0.34 means a 34% yield). (1) The reactants are C[O:2][C:3](=[O:23])[C:4]1[C:9]([C:10]([F:13])([F:12])[F:11])=[CH:8][CH:7]=[C:6]([O:14][CH3:15])[C:5]=1[NH:16]C(=O)CC(=O)C. The catalyst is [OH-].[Na+]. The product is [NH2:16][C:5]1[C:6]([O:14][CH3:15])=[CH:7][CH:8]=[C:9]([C:10]([F:11])([F:12])[F:13])[C:4]=1[C:3]([OH:23])=[O:2]. The yield is 0.850. (2) The reactants are [Si]([O:8][CH:9]1[CH2:14][CH2:13][CH:12]([NH:15][C:16]2[NH:20][N:19]=[CH:18][CH:17]=2)[CH2:11][CH2:10]1)(C(C)(C)C)(C)C.N12CCCN=C1CCCCC2.[C:32]([C:34]1[CH:39]=[CH:38][CH:37]=[CH:36][C:35]=1[C:40]1[N:45]=[CH:44][C:43]([CH2:46][CH:47]([C:52](=O)[CH2:53][CH2:54][CH2:55][CH3:56])[C:48](OC)=[O:49])=[CH:42][CH:41]=1)#[N:33].C(OCC)(=O)C. The catalyst is CCN(C1C=CC=CC=1)CC.O. The product is [CH2:53]([C:52]1[N:20]2[N:19]=[CH:18][CH:17]=[C:16]2[N:15]([C@H:12]2[CH2:11][CH2:10][C@H:9]([OH:8])[CH2:14][CH2:13]2)[C:48](=[O:49])[C:47]=1[CH2:46][C:43]1[CH:42]=[CH:41][C:40]([C:35]2[CH:36]=[CH:37][CH:38]=[CH:39][C:34]=2[C:32]#[N:33])=[N:45][CH:44]=1)[CH2:54][CH2:55][CH3:56]. The yield is 0.440. (3) The reactants are [Cl:1][C:2]1[CH:3]=[C:4]2[C:9](=[CH:10][C:11]=1[O:12][C:13]1[CH:18]=[CH:17][C:16]([C:19](=[O:34])[NH:20][CH:21]3[CH2:26][CH2:25][CH:24]([C:27]4[CH:32]=[CH:31][C:30]([Cl:33])=[CH:29][CH:28]=4)[CH2:23][CH2:22]3)=[CH:15][CH:14]=1)[O:8][CH2:7][CH2:6][CH:5]2[C:35]([O:37]CC)=[O:36].[OH-].[Na+]. The catalyst is C1COCC1.C(O)C. The product is [Cl:1][C:2]1[CH:3]=[C:4]2[C:9](=[CH:10][C:11]=1[O:12][C:13]1[CH:14]=[CH:15][C:16]([C:19](=[O:34])[NH:20][CH:21]3[CH2:22][CH2:23][CH:24]([C:27]4[CH:28]=[CH:29][C:30]([Cl:33])=[CH:31][CH:32]=4)[CH2:25][CH2:26]3)=[CH:17][CH:18]=1)[O:8][CH2:7][CH2:6][CH:5]2[C:35]([OH:37])=[O:36]. The yield is 0.730. (4) The catalyst is ClCCCl. The yield is 0.700. The product is [CH2:30]([NH:37][C@H:26]1[CH2:27][CH2:28][C@@H:23]([C:10]2[CH:11]=[CH:12][C:13]([O:15][Si:16]([C:19]([CH3:21])([CH3:22])[CH3:20])([CH3:17])[CH3:18])=[CH:14][C:9]=2[O:8][Si:1]([C:4]([CH3:6])([CH3:5])[CH3:7])([CH3:2])[CH3:3])[CH2:24][CH2:25]1)[C:31]1[CH:36]=[CH:35][CH:34]=[CH:33][CH:32]=1. The reactants are [Si:1]([O:8][C:9]1[CH:14]=[C:13]([O:15][Si:16]([C:19]([CH3:22])([CH3:21])[CH3:20])([CH3:18])[CH3:17])[CH:12]=[CH:11][C:10]=1[CH:23]1[CH2:28][CH2:27][C:26](=O)[CH2:25][CH2:24]1)([C:4]([CH3:7])([CH3:6])[CH3:5])([CH3:3])[CH3:2].[CH2:30]([NH2:37])[C:31]1[CH:36]=[CH:35][CH:34]=[CH:33][CH:32]=1.C(O[BH-](OC(=O)C)OC(=O)C)(=O)C.C[N+](C)(C)C.[OH-].[Na+]. (5) The reactants are [Br:1][C:2]1[N:6]2[C:7](Br)=[CH:8][N:9]=[CH:10][C:5]2=[N:4][CH:3]=1.[CH:12]1([NH2:15])[CH2:14][CH2:13]1.C(N(C(C)C)CC)(C)C. The catalyst is C1COCC1.C(Cl)Cl.O. The product is [Br:1][C:2]1[N:6]2[CH:7]=[CH:8][N:9]=[C:10]([NH:15][CH:12]3[CH2:14][CH2:13]3)[C:5]2=[N:4][CH:3]=1. The yield is 0.145.